Regression. Given two drug SMILES strings and cell line genomic features, predict the synergy score measuring deviation from expected non-interaction effect. From a dataset of NCI-60 drug combinations with 297,098 pairs across 59 cell lines. (1) Drug 1: CC(C1=C(C=CC(=C1Cl)F)Cl)OC2=C(N=CC(=C2)C3=CN(N=C3)C4CCNCC4)N. Cell line: SK-MEL-5. Drug 2: C1=NC2=C(N1)C(=S)N=C(N2)N. Synergy scores: CSS=13.7, Synergy_ZIP=-5.44, Synergy_Bliss=-6.07, Synergy_Loewe=-16.4, Synergy_HSA=-10.4. (2) Drug 2: CC(C)(C#N)C1=CC(=CC(=C1)CN2C=NC=N2)C(C)(C)C#N. Synergy scores: CSS=30.0, Synergy_ZIP=1.26, Synergy_Bliss=0.246, Synergy_Loewe=1.05, Synergy_HSA=1.13. Drug 1: C1=C(C(=O)NC(=O)N1)F. Cell line: SNB-19. (3) Drug 1: C1=C(C(=O)NC(=O)N1)N(CCCl)CCCl. Drug 2: CN(C(=O)NC(C=O)C(C(C(CO)O)O)O)N=O. Cell line: SF-295. Synergy scores: CSS=44.9, Synergy_ZIP=0.526, Synergy_Bliss=1.23, Synergy_Loewe=1.70, Synergy_HSA=2.94. (4) Drug 1: CCCCC(=O)OCC(=O)C1(CC(C2=C(C1)C(=C3C(=C2O)C(=O)C4=C(C3=O)C=CC=C4OC)O)OC5CC(C(C(O5)C)O)NC(=O)C(F)(F)F)O. Drug 2: C1=CC=C(C=C1)NC(=O)CCCCCCC(=O)NO. Cell line: UACC-257. Synergy scores: CSS=48.9, Synergy_ZIP=3.05, Synergy_Bliss=4.87, Synergy_Loewe=0.868, Synergy_HSA=6.96.